Dataset: NCI-60 drug combinations with 297,098 pairs across 59 cell lines. Task: Regression. Given two drug SMILES strings and cell line genomic features, predict the synergy score measuring deviation from expected non-interaction effect. Drug 1: C1CCC(C1)C(CC#N)N2C=C(C=N2)C3=C4C=CNC4=NC=N3. Drug 2: C1CN(P(=O)(OC1)NCCCl)CCCl. Cell line: SF-539. Synergy scores: CSS=0.974, Synergy_ZIP=-1.30, Synergy_Bliss=-3.64, Synergy_Loewe=-13.4, Synergy_HSA=-4.46.